Task: Predict the reaction yield, written as a fraction of the theoretical maximum amount of product (1.0 means a 100% yield; for example, 0.34 means a 34% yield).. Dataset: Reaction yield outcomes from USPTO patents with 853,638 reactions (1) The reactants are [C:1]([O:8][CH3:9])(=[O:7])/[CH:2]=[CH:3]/[C:4]([OH:6])=[O:5].Cl[CH2:11][C:12]([N:14]([CH2:17][CH3:18])[CH2:15][CH3:16])=[O:13]. The catalyst is CN1C(=O)CCC1. The product is [C:4]([O:6][CH2:11][C:12](=[O:13])[N:14]([CH2:17][CH3:18])[CH2:15][CH3:16])(=[O:5])/[CH:3]=[CH:2]/[C:1]([O:8][CH3:9])=[O:7]. The yield is 0.510. (2) The reactants are [NH2:1][C:2]1[O:6][N:5]=[C:4]([C:7]2[CH:12]=[CH:11][CH:10]=[CH:9][C:8]=2[Cl:13])[C:3]=1[C:14]([OH:16])=O.Cl.C(N=C=NCCCN(C)C)C.OC1C2N=NNC=2C=CC=1.[N:39]1([C:45]2[CH:50]=[CH:49][C:48]([OH:51])=[CH:47][CH:46]=2)[CH2:44][CH2:43][NH:42][CH2:41][CH2:40]1. No catalyst specified. The product is [NH2:1][C:2]1[O:6][N:5]=[C:4]([C:7]2[CH:12]=[CH:11][CH:10]=[CH:9][C:8]=2[Cl:13])[C:3]=1[C:14]([N:42]1[CH2:41][CH2:40][N:39]([C:45]2[CH:46]=[CH:47][C:48]([OH:51])=[CH:49][CH:50]=2)[CH2:44][CH2:43]1)=[O:16]. The yield is 0.690. (3) The reactants are [C:12]([O:11][C:9](O[C:9]([O:11][C:12]([CH3:15])([CH3:14])[CH3:13])=[O:10])=[O:10])([CH3:15])([CH3:14])[CH3:13].[NH2:16][C:17]1[CH:22]=[C:21]([NH2:23])[CH:20]=[CH:19][C:18]=1[CH3:24].C(N(CC)CC)C.CCCCCC.C(OCC)(=O)C. The catalyst is CO.O. The product is [CH3:24][C:18]1[CH:19]=[CH:20][C:21]([NH:23][C:9]([O:11][C:12]([CH3:13])([CH3:14])[CH3:15])=[O:10])=[CH:22][C:17]=1[NH2:16]. The yield is 0.670. (4) The reactants are [Cl:1][C:2]1[N:7]=[C:6]([NH:8]C(=O)C(C)(C)C)[CH:5]=[CH:4][C:3]=1[CH2:15][CH3:16].[OH-].[Na+]. The catalyst is Cl. The product is [Cl:1][C:2]1[N:7]=[C:6]([NH2:8])[CH:5]=[CH:4][C:3]=1[CH2:15][CH3:16]. The yield is 0.860. (5) The reactants are [F:1][C:2]1[C:3]([O:29]C)=[C:4]([C:8]2[N:13]([CH2:14][CH2:15][C:16]3[CH:21]=[CH:20][CH:19]=[CH:18][C:17]=3[F:22])[C:12](=[O:23])[C:11]([CH2:24][CH:25]([CH3:27])[CH3:26])=[C:10]([CH3:28])[N:9]=2)[CH:5]=[CH:6][CH:7]=1.B(Br)(Br)Br. The product is [F:1][C:2]1[C:3]([OH:29])=[C:4]([C:8]2[N:13]([CH2:14][CH2:15][C:16]3[CH:21]=[CH:20][CH:19]=[CH:18][C:17]=3[F:22])[C:12](=[O:23])[C:11]([CH2:24][CH:25]([CH3:26])[CH3:27])=[C:10]([CH3:28])[N:9]=2)[CH:5]=[CH:6][CH:7]=1. The catalyst is ClCCl.C([O-])(O)=O.[Na+]. The yield is 0.820. (6) The reactants are Cl[C:2]1[N:7]=[C:6]([NH:8][CH2:9][CH2:10][C:11]2[C:19]3[O:18][CH2:17][C:16]([CH3:21])([CH3:20])[C:15]=3[CH:14]=[CH:13][CH:12]=2)[CH:5]=[CH:4][N:3]=1.[CH3:22][N:23]1[CH2:28][CH2:27][N:26]([C:29]2[CH:34]=[CH:33][C:32](B3OC(C)(C)C(C)(C)O3)=[CH:31][N:30]=2)[CH2:25][CH2:24]1.C([O-])([O-])=O.[Na+].[Na+].C1(P(C2CCCCC2)C2C=CC=CC=2C2C(OC)=C(S(O[Na])(=O)=O)C=CC=2OC)CCCCC1.N#N. The catalyst is CC(O)C.CC([O-])=O.CC([O-])=O.[Pd+2]. The product is [CH3:20][C:16]1([CH3:21])[C:15]2[CH:14]=[CH:13][CH:12]=[C:11]([CH2:10][CH2:9][NH:8][C:6]3[CH:5]=[C:4]([C:32]4[CH:31]=[N:30][C:29]([N:26]5[CH2:25][CH2:24][N:23]([CH3:22])[CH2:28][CH2:27]5)=[CH:34][CH:33]=4)[N:3]=[CH:2][N:7]=3)[C:19]=2[O:18][CH2:17]1. The yield is 0.360. (7) The product is [Cl:23][C:5]1[C:6]([NH:8][C:9]2[CH:14]=[CH:13][CH:12]=[CH:11][C:10]=2[S:15]([N:18]2[CH2:22][CH2:21][CH2:20][CH2:19]2)(=[O:17])=[O:16])=[N:7][C:2]([NH:24][C:25]2[C:38]([O:39][CH3:40])=[CH:37][C:28]3[CH2:29][CH2:30][N:31]([CH2:34][CH2:35][OH:36])[CH2:32][CH2:33][C:27]=3[CH:26]=2)=[N:3][CH:4]=1. The yield is 0.430. No catalyst specified. The reactants are Cl[C:2]1[N:7]=[C:6]([NH:8][C:9]2[CH:14]=[CH:13][CH:12]=[CH:11][C:10]=2[S:15]([N:18]2[CH2:22][CH2:21][CH2:20][CH2:19]2)(=[O:17])=[O:16])[C:5]([Cl:23])=[CH:4][N:3]=1.[NH2:24][C:25]1[C:38]([O:39][CH3:40])=[CH:37][C:28]2[CH2:29][CH2:30][N:31]([CH2:34][CH2:35][OH:36])[CH2:32][CH2:33][C:27]=2[CH:26]=1. (8) The reactants are Cl[C:2]1[N:30]=[C:29]([O:31][CH2:32][CH3:33])[CH:28]=[CH:27][C:3]=1[C:4]([NH:6][CH2:7][CH2:8][NH:9][C:10]([C:12]1[C:13]([C:23]([F:26])([F:25])[F:24])=[N:14][N:15]([C:17]2[CH:22]=[CH:21][CH:20]=[CH:19][CH:18]=2)[CH:16]=1)=[O:11])=[O:5].[CH3:34][N:35](C=O)C. The catalyst is O. The product is [C:34]([C:2]1[N:30]=[C:29]([O:31][CH2:32][CH3:33])[CH:28]=[CH:27][C:3]=1[C:4]([NH:6][CH2:7][CH2:8][NH:9][C:10]([C:12]1[C:13]([C:23]([F:26])([F:25])[F:24])=[N:14][N:15]([C:17]2[CH:22]=[CH:21][CH:20]=[CH:19][CH:18]=2)[CH:16]=1)=[O:11])=[O:5])#[N:35]. The yield is 0.830. (9) The reactants are [C:1]([O:7]C)(=O)[CH2:2][C:3]([CH3:5])=O.Cl.[CH:10]1([NH:16][NH2:17])[CH2:15][CH2:14][CH2:13][CH2:12][CH2:11]1.[OH-].[Na+]. No catalyst specified. The product is [CH:10]1([N:16]2[C:1](=[O:7])[CH2:2][C:3]([CH3:5])=[N:17]2)[CH2:15][CH2:14][CH2:13][CH2:12][CH2:11]1. The yield is 0.790.